The task is: Predict the reaction yield, written as a fraction of the theoretical maximum amount of product (1.0 means a 100% yield; for example, 0.34 means a 34% yield).. This data is from Reaction yield outcomes from USPTO patents with 853,638 reactions. (1) The reactants are [F:1][C:2]1[CH:7]=[CH:6][CH:5]=[CH:4][C:3]=1[C:8](=[O:12])[CH2:9][CH:10]=O.[NH2:13][C:14]1[C:19]([C:20]([F:23])([F:22])[F:21])=[CH:18][CH:17]=[CH:16][C:15]=1[C:24]([C:26]1[CH:31]=[CH:30][CH:29]=[CH:28][CH:27]=1)=O. The catalyst is CC(O)=O. The product is [F:1][C:2]1[CH:7]=[CH:6][CH:5]=[CH:4][C:3]=1[C:8]([C:9]1[CH:10]=[N:13][C:14]2[C:15]([C:24]=1[C:26]1[CH:31]=[CH:30][CH:29]=[CH:28][CH:27]=1)=[CH:16][CH:17]=[CH:18][C:19]=2[C:20]([F:23])([F:22])[F:21])=[O:12]. The yield is 0.915. (2) The reactants are FC(F)(F)C(O)=O.[Cl:8][C:9]1[CH:14]=[CH:13][C:12]([C:15]2([C:35]#[N:36])[CH:19]([CH2:20][C:21]([CH3:24])([CH3:23])[CH3:22])[NH:18][CH:17]([C:25]([OH:27])=O)[CH:16]2[C:28]2[CH:33]=[CH:32][CH:31]=[C:30]([Cl:34])[CH:29]=2)=[C:11]([F:37])[CH:10]=1.CC1(C)[O:43][C@H:42]([CH2:44][CH2:45][NH2:46])[CH2:41][O:40]1.CN(C(ON1N=NC2C=CC=NC1=2)=[N+](C)C)C.F[P-](F)(F)(F)(F)F.CCN(C(C)C)C(C)C.Cl. The catalyst is C(Cl)Cl.O1CCCC1. The product is [OH:43][C@@H:42]([CH2:41][OH:40])[CH2:44][CH2:45][NH:46][C:25]([CH:17]1[CH:16]([C:28]2[CH:33]=[CH:32][CH:31]=[C:30]([Cl:34])[CH:29]=2)[C:15]([C:12]2[CH:13]=[CH:14][C:9]([Cl:8])=[CH:10][C:11]=2[F:37])([C:35]#[N:36])[CH:19]([CH2:20][C:21]([CH3:24])([CH3:23])[CH3:22])[NH:18]1)=[O:27]. The yield is 0.540. (3) The reactants are Cl.[Cl:2][C:3]1[CH:4]=[C:5]2[C:9](=[CH:10][CH:11]=1)[NH:8][CH:7]=[C:6]2[CH2:12][CH2:13][NH2:14].[CH3:15][N:16]1[CH:20]=[CH:19][C:18]([C:21](Cl)=[O:22])=[N:17]1.C(N(CC)CC)C.C(OCC)(=O)C. The catalyst is ClCCl. The product is [Cl:2][C:3]1[CH:4]=[C:5]2[C:9](=[CH:10][CH:11]=1)[NH:8][CH:7]=[C:6]2[CH2:12][CH2:13][NH:14][C:21]([C:18]1[CH:19]=[CH:20][N:16]([CH3:15])[N:17]=1)=[O:22]. The yield is 0.650. (4) The reactants are [Cl:1][C:2]1[CH:7]=[CH:6][CH:5]=[CH:4][C:3]=1[C:8]1[C:9]([C:15]2[CH:20]=[CH:19][C:18]([Cl:21])=[CH:17][CH:16]=2)=[CH:10][C:11](F)=[N:12][CH:13]=1.[NH2:22][NH2:23]. The catalyst is N1C=CC=CC=1. The product is [Cl:1][C:2]1[CH:7]=[CH:6][CH:5]=[CH:4][C:3]=1[C:8]1[C:9]([C:15]2[CH:20]=[CH:19][C:18]([Cl:21])=[CH:17][CH:16]=2)=[CH:10][C:11]([NH:22][NH2:23])=[N:12][CH:13]=1. The yield is 0.850. (5) The reactants are [CH3:1][O:2][C:3]([C:5]1[CH:15]=[C:14]([O:16][CH:17]2[CH2:20][N:19](C(C3C=CC=CC=3)C3C=CC=CC=3)[CH2:18]2)[C:8]2[CH2:9][C:10]([CH3:13])([CH3:12])[O:11][C:7]=2[CH:6]=1)=[O:4].CCOC(C)=O. The catalyst is [Pd].CO. The product is [CH3:1][O:2][C:3]([C:5]1[CH:15]=[C:14]([O:16][CH:17]2[CH2:18][NH:19][CH2:20]2)[C:8]2[CH2:9][C:10]([CH3:13])([CH3:12])[O:11][C:7]=2[CH:6]=1)=[O:4]. The yield is 1.00. (6) The reactants are C1CO[C:8]2[CH:7]=[CH:6][C:5]([NH:11][C:12]3[C:17]([F:18])=[CH:16][N:15]=[C:14]([NH:19][C:20]4[CH:25]=[CH:24][CH:23]=[C:22](O)C=4)[N:13]=3)=[CH:4][C:3]=2[O:2]1.ClC1N=C(NC2C=CC=[C:37]([OH:41])[CH:36]=2)C(F)=CN=1.CC1OC(C)=CC=1CN. No catalyst specified. The product is [CH3:36][C:37]1[O:41][C:23]([CH3:22])=[CH:24][C:25]=1[CH2:20][NH:19][C:14]1[N:13]=[C:12]([NH:11][C:5]2[CH:6]=[CH:7][CH:8]=[C:3]([OH:2])[CH:4]=2)[C:17]([F:18])=[CH:16][N:15]=1. The yield is 0.590. (7) The reactants are [C:1]([C:3]1[CH:8]=[CH:7][C:6]([N:9]2[C:16](=[O:17])[C:12]3([CH2:15][CH2:14][CH2:13]3)[N:11]([C:18]3[CH:23]=[CH:22][C:21]([CH2:24][CH2:25][CH2:26][C:27]([OH:29])=O)=[CH:20][CH:19]=3)[C:10]2=[S:30])=[CH:5][C:4]=1[C:31]([F:34])([F:33])[F:32])#[N:2].ClC1C=C(Cl)C=C(Cl)C=1C(Cl)=O.[CH3:47][S:48]([NH2:51])(=[O:50])=[O:49]. The catalyst is CN(C)C1C=CN=CC=1.ClCCl. The product is [C:1]([C:3]1[CH:8]=[CH:7][C:6]([N:9]2[C:16](=[O:17])[C:12]3([CH2:15][CH2:14][CH2:13]3)[N:11]([C:18]3[CH:19]=[CH:20][C:21]([CH2:24][CH2:25][CH2:26][C:27]([NH:51][S:48]([CH3:47])(=[O:50])=[O:49])=[O:29])=[CH:22][CH:23]=3)[C:10]2=[S:30])=[CH:5][C:4]=1[C:31]([F:34])([F:32])[F:33])#[N:2]. The yield is 0.940. (8) The reactants are [NH:1]1[C:9]2[C:4](=[CH:5][CH:6]=[CH:7][C:8]=2[C:10]2[C:11](=O)[NH:12][C:13](=[O:24])[C:14]=2[C:15]2[C:23]3[C:18](=[CH:19][CH:20]=[CH:21][CH:22]=3)[NH:17][CH:16]=2)[CH:3]=[CH:2]1.II.[O:28]1CCOCC1. No catalyst specified. The product is [CH:3]1[CH:2]=[N:1][C:9]2[C:4]=1[CH2:5][CH:6]=[C:7]1[C:16]3[C:15]([C:23]4[CH2:22][C:21](=[O:28])[CH:20]=[CH:19][C:18]=4[N:17]=3)=[C:14]3[C:13](=[O:24])[NH:12][CH:11]=[C:10]3[C:8]=21. The yield is 0.300.